From a dataset of KCNQ2 potassium channel screen with 302,405 compounds. Binary Classification. Given a drug SMILES string, predict its activity (active/inactive) in a high-throughput screening assay against a specified biological target. (1) The molecule is S(=O)(=O)(NCCN1CCOCC1)c1cc([N+]([O-])=O)c(OC)cc1. The result is 0 (inactive). (2) The molecule is Clc1c(nc(SCC)nc1)C(=O)NC1CS(=O)(=O)CC1. The result is 0 (inactive). (3) The drug is Fc1ccc(n2c(nn(CCOc3ccccc3)c2=O)C)cc1. The result is 0 (inactive). (4) The molecule is S=C(NC(C)C)N\N=C1\c2c(c3c1cccc3)cccc2. The result is 0 (inactive). (5) The molecule is Brc1ccc(NCC(=O)c2ccccc2)cc1. The result is 0 (inactive). (6) The drug is S(=O)(=O)(CC(=O)N1CCc2c(C1)cccc2)Cc1nc(oc1C)c1c(cccc1)C. The result is 0 (inactive). (7) The molecule is O(C1=C/C(=c2\cc([nH]c(N)c2C#N)c2ccc(OC)cc2)C=CC1=O)CC. The result is 0 (inactive). (8) The molecule is Clc1cc(S(=O)(=O)NCc2ccc(C(=O)NCCc3cc(OC)c(OC)cc3)cc2)ccc1. The result is 0 (inactive). (9) The drug is S1(=O)(=O)N(C2C(OCC1)Cc1c2cccc1)Cc1c(F)cccc1. The result is 0 (inactive). (10) The result is 0 (inactive). The molecule is S(=O)(=O)(Nc1c(SCC(=O)Nc2sc(nn2)C(F)(F)F)cccc1)c1c(F)cccc1.